Dataset: Catalyst prediction with 721,799 reactions and 888 catalyst types from USPTO. Task: Predict which catalyst facilitates the given reaction. (1) The catalyst class is: 1. Product: [OH:8][CH2:9][C:10]1[C:18]([C:19]2[CH:20]=[N:21][N:22]([CH3:24])[CH:23]=2)=[CH:17][CH:16]=[C:15]2[C:11]=1[CH2:12][CH2:13][N:14]2[C:25]1[C:29]2[CH2:30][N:31]([C:34](=[O:36])[CH3:35])[CH2:32][CH2:33][C:28]=2[N:27]([CH:37]2[CH2:41][CH2:40][O:39][CH2:38]2)[N:26]=1. Reactant: [Si]([O:8][CH2:9][C:10]1[C:18]([C:19]2[CH:20]=[N:21][N:22]([CH3:24])[CH:23]=2)=[CH:17][CH:16]=[C:15]2[C:11]=1[CH2:12][CH2:13][N:14]2[C:25]1[C:29]2[CH2:30][N:31]([C:34](=[O:36])[CH3:35])[CH2:32][CH2:33][C:28]=2[N:27]([CH:37]2[CH2:41][CH2:40][O:39][CH2:38]2)[N:26]=1)(C(C)(C)C)(C)C.[F-].C([N+](CCCC)(CCCC)CCCC)CCC. (2) Reactant: C1(P(C2C=CC=CC=2)C2C=CC=CC=2)C=CC=CC=1.[Cl:20][C:21]1[CH:26]=[CH:25][CH:24]=[CH:23][C:22]=1[OH:27].N(C(OCC)=O)=NC(OCC)=O.[OH:40][C:41]1[CH:42]=[C:43]([CH:46]=[CH:47][CH:48]=1)[CH2:44]O. Product: [Cl:20][C:21]1[CH:26]=[CH:25][CH:24]=[CH:23][C:22]=1[O:27][CH2:44][C:43]1[CH:42]=[C:41]([OH:40])[CH:48]=[CH:47][CH:46]=1. The catalyst class is: 539. (3) Reactant: ClCC1C=CC([C@H](C2C=CC(Cl)=CC=2)[N:10]2[CH2:13][C:12](=[C:14]([C:19]3[CH:24]=[C:23]([F:25])[CH:22]=[C:21]([F:26])[CH:20]=3)[S:15]([CH3:18])(=[O:17])=[O:16])[CH2:11]2)=CC=1.CC1(C)CCCNC1. Product: [F:26][C:21]1[CH:20]=[C:19]([C:14](=[C:12]2[CH2:13][NH:10][CH2:11]2)[S:15]([CH3:18])(=[O:17])=[O:16])[CH:24]=[C:23]([F:25])[CH:22]=1. The catalyst class is: 4. (4) Reactant: [NH2:1][CH2:2][C@:3]1([CH2:17][OH:18])[O:7][C@@H:6]([N:8]2[CH:15]=[CH:14][C:12](=[O:13])[NH:11][C:9]2=[O:10])[CH2:5][C@@H:4]1[OH:16].[C:19](OC1C(F)=C(F)C(F)=C(F)C=1F)(=[O:21])[CH3:20]. Product: [C:19]([NH:1][CH2:2][C@:3]1([CH2:17][OH:18])[O:7][C@@H:6]([N:8]2[CH:15]=[CH:14][C:12](=[O:13])[NH:11][C:9]2=[O:10])[CH2:5][C@@H:4]1[OH:16])(=[O:21])[CH3:20]. The catalyst class is: 9. (5) Reactant: Cl[C:2]1=[N:3][C:4]2[CH:16]=[C:15]([C:17]([O:19][CH3:20])=[O:18])[CH:14]=[CH:13][C:5]=2[O:6][C:7]2[CH:12]=[CH:11][CH:10]=[CH:9][C:8]1=2.[CH3:21][N:22]1[CH2:27][CH2:26][NH:25][CH2:24][CH2:23]1. Product: [CH3:21][N:22]1[CH2:27][CH2:26][N:25]([C:2]2=[N:3][C:4]3[CH:16]=[C:15]([C:17]([O:19][CH3:20])=[O:18])[CH:14]=[CH:13][C:5]=3[O:6][C:7]3[CH:12]=[CH:11][CH:10]=[CH:9][C:8]2=3)[CH2:24][CH2:23]1. The catalyst class is: 11. (6) Reactant: [C:1]1([C:11]2[CH:16]=[CH:15][CH:14]=[CH:13][CH:12]=2)[CH:6]=[CH:5][C:4]([CH2:7][C:8](O)=[O:9])=[CH:3][CH:2]=1.Cl.[CH3:18][NH:19][O:20][CH3:21].Cl.CN(C)CCCN=C=NCC.OC1C2N=NNC=2C=CC=1.C(N(CC)CC)C. Product: [C:1]1([C:11]2[CH:16]=[CH:15][CH:14]=[CH:13][CH:12]=2)[CH:6]=[CH:5][C:4]([CH2:7][C:8]([N:19]([O:20][CH3:21])[CH3:18])=[O:9])=[CH:3][CH:2]=1. The catalyst class is: 4. (7) Reactant: [Br:1][C:2]1[CH:10]=[C:9]2[C:5]([C:6]([Cl:11])=[CH:7][NH:8]2)=[CH:4][CH:3]=1.[H-].[Na+].[CH3:14]I. Product: [Br:1][C:2]1[CH:10]=[C:9]2[C:5]([C:6]([Cl:11])=[CH:7][N:8]2[CH3:14])=[CH:4][CH:3]=1. The catalyst class is: 3. (8) Reactant: [C:1]([C:5]1[CH:9]=[C:8]([NH:10][C:11]([NH:13][C@@H:14]2[C:23]3[C:18](=[CH:19][CH:20]=[CH:21][CH:22]=3)[C@H:17]([O:24][C:25]3[CH:26]=[CH:27][C:28]4[N:29]([C:31]([N:34]5[CH2:39][CH2:38][CH2:37][CH2:36][C@@H:35]5[CH3:40])=[N:32][N:33]=4)[CH:30]=3)[CH2:16][CH2:15]2)=[O:12])[N:7]([C:41]2[CH:42]=[N:43][N:44]([CH2:46][CH2:47][O:48]C3CCCCO3)[CH:45]=2)[N:6]=1)([CH3:4])([CH3:3])[CH3:2].C1(C)C=CC(S([O-])(=O)=O)=CC=1.[NH+]1C=CC=CC=1.O.C([O-])(O)=O.[Na+]. Product: [C:1]([C:5]1[CH:9]=[C:8]([NH:10][C:11]([NH:13][C@@H:14]2[C:23]3[C:18](=[CH:19][CH:20]=[CH:21][CH:22]=3)[C@H:17]([O:24][C:25]3[CH:26]=[CH:27][C:28]4[N:29]([C:31]([N:34]5[CH2:39][CH2:38][CH2:37][CH2:36][C@@H:35]5[CH3:40])=[N:32][N:33]=4)[CH:30]=3)[CH2:16][CH2:15]2)=[O:12])[N:7]([C:41]2[CH:42]=[N:43][N:44]([CH2:46][CH2:47][OH:48])[CH:45]=2)[N:6]=1)([CH3:2])([CH3:3])[CH3:4]. The catalyst class is: 5.